Dataset: Forward reaction prediction with 1.9M reactions from USPTO patents (1976-2016). Task: Predict the product of the given reaction. (1) Given the reactants [O:1]1[CH2:6][CH2:5][N:4]([C:7]2[C:8]3[N:29]=[C:28]([CH2:30][N:31]4[CH2:36][CH2:35][CH:34]([C:37]([OH:40])([CH3:39])[CH3:38])[CH2:33][CH2:32]4)[CH:27]=[CH:26][C:9]=3[N:10]=[C:11]([Sn](CCCC)(CCCC)CCCC)[N:12]=2)[CH2:3][CH2:2]1.[CH2:41]([N:43]1[C:51](I)=[C:50]2[C:45]([CH:46]=[CH:47][CH:48]=[CH:49]2)=[N:44]1)[CH3:42], predict the reaction product. The product is: [CH2:41]([N:43]1[C:51]([C:11]2[N:12]=[C:7]([N:4]3[CH2:5][CH2:6][O:1][CH2:2][CH2:3]3)[C:8]3[N:29]=[C:28]([CH2:30][N:31]4[CH2:32][CH2:33][CH:34]([C:37]([OH:40])([CH3:39])[CH3:38])[CH2:35][CH2:36]4)[CH:27]=[CH:26][C:9]=3[N:10]=2)=[C:50]2[C:45]([CH:46]=[CH:47][CH:48]=[CH:49]2)=[N:44]1)[CH3:42]. (2) The product is: [C:12]1([CH:8]=[CH:2][CH2:3][CH2:4][C:5](=[O:7])[CH3:6])[CH:17]=[CH:16][CH:15]=[CH:14][CH:13]=1. Given the reactants C[C:2](=[CH2:8])[CH2:3][CH2:4][C:5](=[O:7])[CH3:6].C(Cl)C=C[C:12]1[CH:17]=[CH:16][CH:15]=[CH:14][CH:13]=1, predict the reaction product.